This data is from Forward reaction prediction with 1.9M reactions from USPTO patents (1976-2016). The task is: Predict the product of the given reaction. Given the reactants [Cl:1][C:2]1[CH:3]=[C:4](B(O)O)[CH:5]=[CH:6][CH:7]=1.[OH-].[Na+].[CH3:13][CH:14](O)[CH3:15].[C:17]([O:21][C:22](=[O:24])[NH2:23])([CH3:20])([CH3:19])[CH3:18], predict the reaction product. The product is: [C:17]([O:21][C:22](=[O:24])[NH:23][CH2:13][C:14]1[CH:15]=[CH:6][CH:7]=[CH:2][C:3]=1[C:4]1[CH:5]=[CH:6][CH:7]=[C:2]([Cl:1])[CH:3]=1)([CH3:20])([CH3:19])[CH3:18].